This data is from Full USPTO retrosynthesis dataset with 1.9M reactions from patents (1976-2016). The task is: Predict the reactants needed to synthesize the given product. Given the product [Br:1][C:2]1[CH:3]=[C:4]([CH:8]=[CH:9][C:10]=1[CH3:11])[C:5]([NH:33][C:30]1[CH:31]=[CH:32][C:27]([CH2:26][N:23]2[CH2:22][CH2:21][N:20]([CH3:19])[CH2:25][CH2:24]2)=[C:28]([C:34]([F:37])([F:36])[F:35])[CH:29]=1)=[O:6], predict the reactants needed to synthesize it. The reactants are: [Br:1][C:2]1[CH:3]=[C:4]([CH:8]=[CH:9][C:10]=1[CH3:11])[C:5](Cl)=[O:6].C(N(CC)CC)C.[CH3:19][N:20]1[CH2:25][CH2:24][N:23]([CH2:26][C:27]2[CH:32]=[CH:31][C:30]([NH2:33])=[CH:29][C:28]=2[C:34]([F:37])([F:36])[F:35])[CH2:22][CH2:21]1.C(OCC)(=O)C.